Dataset: Full USPTO retrosynthesis dataset with 1.9M reactions from patents (1976-2016). Task: Predict the reactants needed to synthesize the given product. Given the product [CH2:1]([O:8][C:9]1[C:10](=[O:29])[CH:11]=[C:12]([CH2:17][NH:18][S:19]([C:22]2[CH:27]=[CH:26][CH:25]=[CH:24][C:23]=2[Cl:28])(=[O:21])=[O:20])[O:13][C:14]=1[C:15]([OH:37])=[O:16])[C:2]1[CH:7]=[CH:6][CH:5]=[CH:4][CH:3]=1, predict the reactants needed to synthesize it. The reactants are: [CH2:1]([O:8][C:9]1[C:10](=[O:29])[CH:11]=[C:12]([CH2:17][NH:18][S:19]([C:22]2[CH:27]=[CH:26][CH:25]=[CH:24][C:23]=2[Cl:28])(=[O:21])=[O:20])[O:13][C:14]=1[CH:15]=[O:16])[C:2]1[CH:7]=[CH:6][CH:5]=[CH:4][CH:3]=1.C1(S(C(N)C2OC(C(O)=O)=C(OCC3C=CC=CC=3)C(=O)C=2)(=O)=[O:37])C=CC=CC=1.